Predict the product of the given reaction. From a dataset of Forward reaction prediction with 1.9M reactions from USPTO patents (1976-2016). The product is: [NH2:1][C:2]1[N:3]=[C:4]([C:17]2[O:18][CH:19]=[CH:20][CH:21]=2)[C:5]2[N:10]=[N:9][N:8]([CH2:11][C:12]([OH:14])=[O:13])[C:6]=2[N:7]=1. Given the reactants [NH2:1][C:2]1[N:3]=[C:4]([C:17]2[O:18][CH:19]=[CH:20][CH:21]=2)[C:5]2[N:10]=[N:9][N:8]([CH2:11][C:12]([O:14]CC)=[O:13])[C:6]=2[N:7]=1.[OH-].[Na+].B(Br)(Br)Br, predict the reaction product.